From a dataset of Full USPTO retrosynthesis dataset with 1.9M reactions from patents (1976-2016). Predict the reactants needed to synthesize the given product. Given the product [CH2:1]([O:3][C:4](=[O:24])[CH2:5][O:6][C:7]1[CH:12]=[CH:11][C:10]([S:13][CH2:14][C:15]2[CH:20]=[C:19]([O:21][CH2:34][CH:35]3[CH2:37][CH2:36]3)[CH:18]=[C:17]([Br:22])[CH:16]=2)=[CH:9][C:8]=1[CH3:23])[CH3:2], predict the reactants needed to synthesize it. The reactants are: [CH2:1]([O:3][C:4](=[O:24])[CH2:5][O:6][C:7]1[CH:12]=[CH:11][C:10]([S:13][CH2:14][C:15]2[CH:20]=[C:19]([OH:21])[CH:18]=[C:17]([Br:22])[CH:16]=2)=[CH:9][C:8]=1[CH3:23])[CH3:2].[CH2:34](P([CH2:34][CH2:35][CH2:36][CH3:37])[CH2:34][CH2:35][CH2:36][CH3:37])[CH2:35][CH2:36][CH3:37].N(C(N1CCCCC1)=O)=NC(N1CCCCC1)=O.